Dataset: Catalyst prediction with 721,799 reactions and 888 catalyst types from USPTO. Task: Predict which catalyst facilitates the given reaction. (1) The catalyst class is: 56. Product: [CH3:1][S:2]([C:3]1[CH:4]=[CH:5][C:6]([N:9]2[CH2:14][CH2:13][N:12]([C:15]3[C:16]([CH3:28])=[C:17]([CH3:27])[C:18]4[O:22][C:21]([CH3:23])([CH3:24])[CH2:20][C:19]=4[C:25]=3[CH3:26])[CH2:11][CH2:10]2)=[CH:7][CH:8]=1)=[O:37]. Reactant: [CH3:1][S:2][C:3]1[CH:8]=[CH:7][C:6]([N:9]2[CH2:14][CH2:13][N:12]([C:15]3[C:16]([CH3:28])=[C:17]([CH3:27])[C:18]4[O:22][C:21]([CH3:24])([CH3:23])[CH2:20][C:19]=4[C:25]=3[CH3:26])[CH2:11][CH2:10]2)=[CH:5][CH:4]=1.ClC1C=CC=C(C(OO)=[O:37])C=1.C(=O)([O-])O.[Na+]. (2) Product: [O:8]1[CH2:12][CH2:11][O:10][CH:9]1[C:13]1[CH:14]=[CH:15][C:16]([C:19]2[S:27][C:26]3[C:21](=[N:22][CH:23]=[CH:24][C:25]=3[O:28][C:29]3[CH:34]=[CH:33][C:32]([NH:35][C:36]([NH:37][CH:38]4[CH2:39][NH:40][CH2:41]4)=[O:49])=[CH:31][C:30]=3[F:50])[CH:20]=2)=[N:17][CH:18]=1. The catalyst class is: 2. Reactant: C(O)(C(F)(F)F)=O.[O:8]1[CH2:12][CH2:11][O:10][CH:9]1[C:13]1[CH:14]=[CH:15][C:16]([C:19]2[S:27][C:26]3[C:21](=[N:22][CH:23]=[CH:24][C:25]=3[O:28][C:29]3[CH:34]=[CH:33][C:32]([NH:35][C:36](=[O:49])[NH:37][CH:38]4[CH2:41][N:40](C(OC(C)(C)C)=O)[CH2:39]4)=[CH:31][C:30]=3[F:50])[CH:20]=2)=[N:17][CH:18]=1. (3) Reactant: [S:1]1[C:5]2[CH:6]=[CH:7][CH:8]=[CH:9][C:4]=2[N:3]=[C:2]1[C:10]([CH:12]1[CH2:18][CH2:17][CH2:16][C:15]2[CH:19]=[C:20]([N:23]3[CH2:27][C@H:26]([CH2:28][NH:29][C:30](=[O:32])[CH3:31])[O:25][C:24]3=[O:33])[CH:21]=[CH:22][C:14]=2[C:13]1=O)=O.O.[NH2:36][NH2:37]. Product: [S:1]1[C:5]2[CH:6]=[CH:7][CH:8]=[CH:9][C:4]=2[N:3]=[C:2]1[C:10]1[C:12]2[CH2:18][CH2:17][CH2:16][C:15]3[CH:19]=[C:20]([N:23]4[CH2:27][C@H:26]([CH2:28][NH:29][C:30](=[O:32])[CH3:31])[O:25][C:24]4=[O:33])[CH:21]=[CH:22][C:14]=3[C:13]=2[NH:37][N:36]=1. The catalyst class is: 8. (4) Reactant: [Cl:1][C:2]1[CH:3]=[C:4]([OH:11])[C:5]([N+:8]([O-:10])=[O:9])=[N:6][CH:7]=1.C(=O)([O-])[O-].[Cs+].[Cs+].[F:18][C:19]1[CH:26]=[CH:25][CH:24]=[C:23]([F:27])[C:20]=1[CH2:21]Br.O. Product: [Cl:1][C:2]1[CH:3]=[C:4]([O:11][CH2:21][C:20]2[C:19]([F:18])=[CH:26][CH:25]=[CH:24][C:23]=2[F:27])[C:5]([N+:8]([O-:10])=[O:9])=[N:6][CH:7]=1. The catalyst class is: 3. (5) Reactant: [N:1]1([C:5]2[C:14]([CH2:15][C:16]3[CH:21]=[CH:20][C:19]([C:22]([F:25])([F:24])[F:23])=[CH:18][CH:17]=3)=[C:13]([Cl:26])[C:12]3[C:7](=[CH:8][CH:9]=[C:10](Br)[CH:11]=3)[N:6]=2)[CH2:4][CH2:3][CH2:2]1.[Li]CCCC.[CH3:33][N:34]1[C:38]([CH:39]=[O:40])=[CH:37][N:36]=[C:35]1[CH3:41]. Product: [N:1]1([C:5]2[C:14]([CH2:15][C:16]3[CH:21]=[CH:20][C:19]([C:22]([F:25])([F:24])[F:23])=[CH:18][CH:17]=3)=[C:13]([Cl:26])[C:12]3[C:7](=[CH:8][CH:9]=[C:10]([CH:39]([C:38]4[N:34]([CH3:33])[C:35]([CH3:41])=[N:36][CH:37]=4)[OH:40])[CH:11]=3)[N:6]=2)[CH2:4][CH2:3][CH2:2]1. The catalyst class is: 1.